From a dataset of Reaction yield outcomes from USPTO patents with 853,638 reactions. Predict the reaction yield, written as a fraction of the theoretical maximum amount of product (1.0 means a 100% yield; for example, 0.34 means a 34% yield). (1) The reactants are [C:1]([N:4]1[C:8]2[CH:9]=[CH:10][CH:11]=[CH:12][C:7]=2[N:6]([CH2:13][C:14]2[N:18]([CH2:19][CH2:20][CH:21]([CH3:23])[CH3:22])[C:17]3[CH:24]=[CH:25][C:26]([C:28]#[N:29])=[CH:27][C:16]=3[N:15]=2)[C:5]1=[O:30])([CH3:3])=[CH2:2].Cl.[NH2:32][OH:33].C([O-])([O-])=O.[K+].[K+]. The catalyst is CCO. The product is [OH:33][NH:32][C:28]([C:26]1[CH:25]=[CH:24][C:17]2[N:18]([CH2:19][CH2:20][CH:21]([CH3:22])[CH3:23])[C:14]([CH2:13][N:6]3[C:7]4[CH:12]=[CH:11][CH:10]=[CH:9][C:8]=4[N:4]([C:1]([CH3:3])=[CH2:2])[C:5]3=[O:30])=[N:15][C:16]=2[CH:27]=1)=[NH:29]. The yield is 0.260. (2) The reactants are C(N(CC)CC)C.Cl.C(N=C=NCCCN(C)C)C.[O:20]1[CH:24]=[CH:23][CH:22]=[C:21]1[C:25]([NH:27][NH2:28])=[O:26].[Cl:29][C:30]1[CH:35]=[CH:34][C:33]([S:36]([CH:39]([C:49]2[CH:54]=[C:53]([F:55])[CH:52]=[CH:51][C:50]=2[F:56])[C:40]2[N:45]=[CH:44][C:43]([C:46](O)=[O:47])=[CH:42][CH:41]=2)(=[O:38])=[O:37])=[CH:32][CH:31]=1. The catalyst is CN(C)C1C=CN=CC=1.ClCCl.ClCCl.CCCCCC. The product is [O:20]1[CH:24]=[CH:23][CH:22]=[C:21]1[C:25]([NH:27][NH:28][C:46](=[O:47])[C:43]1[CH:42]=[CH:41][C:40]([CH:39]([S:36]([C:33]2[CH:34]=[CH:35][C:30]([Cl:29])=[CH:31][CH:32]=2)(=[O:37])=[O:38])[C:49]2[CH:54]=[C:53]([F:55])[CH:52]=[CH:51][C:50]=2[F:56])=[N:45][CH:44]=1)=[O:26]. The yield is 0.580. (3) The reactants are CC1C=CC(S(O)(=O)=O)=CC=1.[F:12][C@@H:13]1[CH2:17][NH:16][C@H:15]([C:18]#[N:19])[CH2:14]1.C(N(CC)CC)C.[Cl:27][CH2:28][C:29](Cl)=[O:30]. The catalyst is ClCCl.O. The product is [Cl:27][CH2:28][C:29]([N:16]1[CH2:17][C@@H:13]([F:12])[CH2:14][C@H:15]1[C:18]#[N:19])=[O:30]. The yield is 0.940. (4) The reactants are C[O:2][C:3]1[CH:4]=[C:5]([C:9]([C:11]2[CH:16]=[CH:15][CH:14]=[CH:13][CH:12]=2)=[O:10])[CH:6]=[CH:7][CH:8]=1.Br.CCOC(C)=O. The catalyst is CC(O)=O. The product is [OH:2][C:3]1[CH:4]=[C:5]([C:9]([C:11]2[CH:16]=[CH:15][CH:14]=[CH:13][CH:12]=2)=[O:10])[CH:6]=[CH:7][CH:8]=1. The yield is 0.910. (5) The reactants are P12(SP3(SP(SP(S3)(S1)=S)(=S)S2)=S)=[S:2].[CH3:15][NH:16][C:17]([CH2:19][NH:20][C:21](=O)[C:22]1[CH:27]=[CH:26][CH:25]=[N:24][CH:23]=1)=O.N1C=CC=CC=1. The catalyst is C1(C)C=CC=CC=1. The product is [CH3:15][NH:16][C:17]1[S:2][C:21]([C:22]2[CH:23]=[N:24][CH:25]=[CH:26][CH:27]=2)=[N:20][CH:19]=1. The yield is 0.220. (6) The reactants are [NH2:1][C:2]1[N:3]=[C:4]([NH2:23])[C:5]2[C:10]([CH2:11][NH:12][C:13]3[CH:22]=[CH:21][C:20]4[C:15](=[CH:16][CH:17]=[CH:18][CH:19]=4)[CH:14]=3)=[CH:9][O:8][C:6]=2[N:7]=1.[CH2:24]=O.[C-]#N.[Na+].Cl. The catalyst is C(#N)C. The product is [NH2:1][C:2]1[N:3]=[C:4]([NH2:23])[C:5]2[C:10]([CH2:11][N:12]([C:13]3[CH:22]=[CH:21][C:20]4[C:15](=[CH:16][CH:17]=[CH:18][CH:19]=4)[CH:14]=3)[CH3:24])=[CH:9][O:8][C:6]=2[N:7]=1. The yield is 0.640. (7) The reactants are [F:1][C:2]1[CH:3]=[C:4]([CH:10]=[CH:11][CH:12]=1)/[CH:5]=[CH:6]/[C:7]([OH:9])=[O:8].IC.[C:15](=O)([O-])[O-].[Cs+].[Cs+]. The catalyst is CC(C)=O.C(OCC)(=O)C. The product is [CH3:15][O:8][C:7](=[O:9])/[CH:6]=[CH:5]/[C:4]1[CH:10]=[CH:11][CH:12]=[C:2]([F:1])[CH:3]=1. The yield is 0.870. (8) The reactants are C[O:2][C:3](=[O:12])[C:4]([CH3:11])([CH3:10])[CH2:5][CH2:6][CH2:7][C:8]#[N:9].[Li+].[OH-]. The catalyst is O1CCCC1.CO.O. The product is [C:8]([CH2:7][CH2:6][CH2:5][C:4]([CH3:11])([CH3:10])[C:3]([OH:12])=[O:2])#[N:9]. The yield is 0.670. (9) The reactants are [Cl:1][C:2]1[CH:3]=[C:4](I)[CH:5]=[CH:6][C:7]=1[Cl:8].C([Mg]Br)(C)C.[CH3:15][O:16][C:17]1[CH:18]=[C:19]([CH:28]=[CH:29][CH:30]=1)[CH2:20][N:21]1[CH2:26][CH2:25][C:24](=[O:27])[CH2:23][CH2:22]1. The catalyst is O1CCCC1. The product is [Cl:1][C:2]1[CH:3]=[C:4]([C:24]2([OH:27])[CH2:23][CH2:22][N:21]([CH2:20][C:19]3[CH:28]=[CH:29][CH:30]=[C:17]([O:16][CH3:15])[CH:18]=3)[CH2:26][CH2:25]2)[CH:5]=[CH:6][C:7]=1[Cl:8]. The yield is 0.860. (10) The reactants are [CH2:1]([O:8][C:9]1[CH:14]=[CH:13][N:12]=[C:11]([N:15]2[CH2:20][CH2:19][N:18]([CH3:21])[CH2:17][CH2:16]2)[N:10]=1)[C:2]1[CH:7]=[CH:6][CH:5]=[CH:4][CH:3]=1.C(O)(C(F)(F)F)=O.[I:29]N1C(=O)CCC1=O.C([O-])([O-])=O.[Na+].[Na+]. The catalyst is C(#N)C. The product is [CH2:1]([O:8][C:9]1[C:14]([I:29])=[CH:13][N:12]=[C:11]([N:15]2[CH2:16][CH2:17][N:18]([CH3:21])[CH2:19][CH2:20]2)[N:10]=1)[C:2]1[CH:7]=[CH:6][CH:5]=[CH:4][CH:3]=1. The yield is 0.970.